From a dataset of Reaction yield outcomes from USPTO patents with 853,638 reactions. Predict the reaction yield, written as a fraction of the theoretical maximum amount of product (1.0 means a 100% yield; for example, 0.34 means a 34% yield). (1) The catalyst is C1C=CC(P(C2C=CC=CC=2)C2C=CC=CC=2)=CC=1.C1C=CC(P(C2C=CC=CC=2)C2C=CC=CC=2)=CC=1.Cl[Pd]Cl.C(O)C. The product is [CH3:1][O:2][C:3]1[CH:8]=[CH:7][CH:6]=[CH:5][C:4]=1[S:9]([NH:12][CH2:13][C:14]1[CH:19]=[CH:18][C:17]([C:24]2[CH:25]=[CH:26][C:27]([O:40][CH2:41][C:42]3[CH:47]=[CH:46][CH:45]=[CH:44][CH:43]=3)=[C:28]([CH:39]=2)[C:29]([O:31][CH2:32][C:33]2[CH:38]=[CH:37][CH:36]=[CH:35][CH:34]=2)=[O:30])=[CH:16][CH:15]=1)(=[O:11])=[O:10]. The reactants are [CH3:1][O:2][C:3]1[CH:8]=[CH:7][CH:6]=[CH:5][C:4]=1[S:9]([NH:12][CH2:13][C:14]1[CH:19]=[CH:18][C:17](B(O)O)=[CH:16][CH:15]=1)(=[O:11])=[O:10].Br[C:24]1[CH:25]=[CH:26][C:27]([O:40][CH2:41][C:42]2[CH:47]=[CH:46][CH:45]=[CH:44][CH:43]=2)=[C:28]([CH:39]=1)[C:29]([O:31][CH2:32][C:33]1[CH:38]=[CH:37][CH:36]=[CH:35][CH:34]=1)=[O:30].CCN(CC)CC. The yield is 0.510. (2) The product is [CH3:17][C:16]1[O:15][N:14]=[C:13]([C:18]2[CH:19]=[N:20][CH:21]=[CH:22][CH:23]=2)[C:12]=1[CH2:11][O:10][C:7]1[CH:8]=[CH:9][C:4]([C:3]([NH:38][CH:37]2[CH2:42][CH2:47][O:39][CH2:40][CH2:36]2)=[O:24])=[CH:5][N:6]=1. The yield is 0.830. No catalyst specified. The reactants are CO[C:3](=[O:24])[C:4]1[CH:9]=[CH:8][C:7]([O:10][CH2:11][C:12]2[C:13]([C:18]3[CH:19]=[N:20][CH:21]=[CH:22][CH:23]=3)=[N:14][O:15][C:16]=2[CH3:17])=[N:6][CH:5]=1.COC(=O)C1C=CC(OC[C:36]2[C:37]([C:42]3[CH:47]=CC=C(F)C=3)=[N:38][O:39][C:40]=2C)=NC=1.NC1CCOCC1. (3) The reactants are I[C:2]1[CH:7]=[CH:6][N:5]=[C:4]([N:8]2[C:16]3[CH:15]4[CH2:17][CH:13]([CH2:14]4)[CH2:12][C:11]=3[C:10]([C:18]([NH2:20])=[O:19])=[N:9]2)[CH:3]=1.[C:21]([C@:23]1([OH:30])[CH2:27][CH2:26][N:25]([CH3:28])[C:24]1=[O:29])#[CH:22]. No catalyst specified. The product is [OH:30][C@@:23]1([C:21]#[C:22][C:2]2[CH:7]=[CH:6][N:5]=[C:4]([N:8]3[C:16]4[CH:15]5[CH2:17][CH:13]([CH2:14]5)[CH2:12][C:11]=4[C:10]([C:18]([NH2:20])=[O:19])=[N:9]3)[CH:3]=2)[CH2:27][CH2:26][N:25]([CH3:28])[C:24]1=[O:29]. The yield is 0.280. (4) The reactants are [CH2:1]([O:8][C:9]1[C:10]([C:23](O)=[O:24])=[N:11][CH:12]=[C:13]([O:15][CH2:16][C:17]2[CH:22]=[CH:21][CH:20]=[CH:19][CH:18]=2)[CH:14]=1)[C:2]1[CH:7]=[CH:6][CH:5]=[CH:4][CH:3]=1.Cl.[C:27]([O:31][C:32](=[O:35])[CH2:33][NH2:34])([CH3:30])([CH3:29])[CH3:28].C(N(C(C)C)CC)(C)C. The catalyst is CN(C=O)C.ON1C2C=CC=CC=2N=N1. The product is [C:27]([O:31][C:32](=[O:35])[CH2:33][NH:34][C:23]([C:10]1[C:9]([O:8][CH2:1][C:2]2[CH:7]=[CH:6][CH:5]=[CH:4][CH:3]=2)=[CH:14][C:13]([O:15][CH2:16][C:17]2[CH:22]=[CH:21][CH:20]=[CH:19][CH:18]=2)=[CH:12][N:11]=1)=[O:24])([CH3:30])([CH3:29])[CH3:28]. The yield is 0.990. (5) The reactants are Cl.[NH2:2][C@@H:3]1[C:9](=[O:10])[NH:8][C:7]2[CH:11]=[CH:12][C:13]([C:15]#[N:16])=[CH:14][C:6]=2[N:5]([C:17]([CH:19]2[CH2:24][CH2:23][O:22][CH2:21][CH2:20]2)=[O:18])[C@H:4]1[CH3:25].[C:26]([N:33]([CH3:39])[C@H:34]([C:36](O)=[O:37])[CH3:35])([O:28][C:29]([CH3:32])([CH3:31])[CH3:30])=[O:27].C(N(CC)C(C)C)(C)C.CN(C(ON1N=NC2C=CC=CC1=2)=[N+](C)C)C.F[P-](F)(F)(F)(F)F. The catalyst is CN(C=O)C.CCOC(C)=O. The product is [C:15]([C:13]1[CH:12]=[CH:11][C:7]2[NH:8][C:9](=[O:10])[C@@H:3]([NH:2][C:36](=[O:37])[C@@H:34]([N:33]([CH3:39])[C:26](=[O:27])[O:28][C:29]([CH3:30])([CH3:32])[CH3:31])[CH3:35])[C@H:4]([CH3:25])[N:5]([C:17]([CH:19]3[CH2:24][CH2:23][O:22][CH2:21][CH2:20]3)=[O:18])[C:6]=2[CH:14]=1)#[N:16]. The yield is 0.780. (6) The reactants are [ClH:1].O1CCOCC1.[OH:8][C@H:9]1[C:13]2[N:14]=[CH:15][N:16]=[C:17]([N:18]3[CH2:23][CH2:22][N:21](C(OC(C)(C)C)=O)[CH2:20][CH2:19]3)[C:12]=2[C@H:11]([CH3:31])[CH2:10]1. The catalyst is O1CCOCC1. The product is [ClH:1].[ClH:1].[CH3:31][C@H:11]1[C:12]2[C:17]([N:18]3[CH2:19][CH2:20][NH:21][CH2:22][CH2:23]3)=[N:16][CH:15]=[N:14][C:13]=2[C@H:9]([OH:8])[CH2:10]1. The yield is 0.798. (7) The reactants are [C:1]([O:5][C:6]([C:8]1[S:9][C:10]([C:15]2[CH:20]=[CH:19][CH:18]=[CH:17][CH:16]=2)=[CH:11][C:12]=1[CH:13]=[O:14])=[O:7])([CH3:4])([CH3:3])[CH3:2].CSC.P([O-])(O)(O)=[O:25].[Na+].Cl([O-])=O.[Na+]. The catalyst is C1COCC1.O. The product is [C:1]([O:5][C:6]([C:8]1[S:9][C:10]([C:15]2[CH:20]=[CH:19][CH:18]=[CH:17][CH:16]=2)=[CH:11][C:12]=1[C:13]([OH:25])=[O:14])=[O:7])([CH3:4])([CH3:2])[CH3:3]. The yield is 1.00.